Dataset: Full USPTO retrosynthesis dataset with 1.9M reactions from patents (1976-2016). Task: Predict the reactants needed to synthesize the given product. (1) The reactants are: [C:1]([C:3]1[CH:42]=[CH:41][C:6]([CH2:7][N:8]([CH2:33][C:34]([O:36][C:37]([CH3:40])([CH3:39])[CH3:38])=[O:35])[C:9](=[O:32])[C:10]2[CH:15]=[CH:14][C:13]([NH:16][C:17](=[O:31])[CH2:18][C:19]3[CH:24]=[CH:23][C:22]([O:25][CH3:26])=[CH:21][C:20]=3[C:27]([F:30])([F:29])[F:28])=[CH:12][CH:11]=2)=[CH:5][CH:4]=1)#[N:2].C(N(CC)CC)C.Cl.[NH2:51][OH:52]. Given the product [OH:52][NH:51][C:1]([C:3]1[CH:42]=[CH:41][C:6]([CH2:7][N:8]([CH2:33][C:34]([O:36][C:37]([CH3:38])([CH3:40])[CH3:39])=[O:35])[C:9](=[O:32])[C:10]2[CH:11]=[CH:12][C:13]([NH:16][C:17](=[O:31])[CH2:18][C:19]3[CH:24]=[CH:23][C:22]([O:25][CH3:26])=[CH:21][C:20]=3[C:27]([F:29])([F:28])[F:30])=[CH:14][CH:15]=2)=[CH:5][CH:4]=1)=[NH:2], predict the reactants needed to synthesize it. (2) The reactants are: [CH3:1][O:2][C:3]1[CH:4]=[C:5]([CH:8]=[C:9]([O:13][CH3:14])[C:10]=1[O:11][CH3:12])[CH:6]=O.[ClH:15].CO.C(O[CH:21](OCC)[CH2:22][NH:23][CH2:24][C:25]1[CH:30]=[CH:29][CH:28]=[C:27]([O:31][CH2:32][CH3:33])[C:26]=1[OH:34])C. Given the product [ClH:15].[CH3:1][O:2][C:3]1[CH:4]=[C:5]([CH:8]=[C:9]([O:13][CH3:14])[C:10]=1[O:11][CH3:12])[CH2:6][C:21]1[C:30]2[C:25](=[C:26]([OH:34])[C:27]([O:31][CH2:32][CH3:33])=[CH:28][CH:29]=2)[CH:24]=[N:23][CH:22]=1, predict the reactants needed to synthesize it.